From a dataset of Catalyst prediction with 721,799 reactions and 888 catalyst types from USPTO. Predict which catalyst facilitates the given reaction. (1) Reactant: [OH:1][C:2]1[CH:7]=[C:6]([OH:8])[CH:5]=[CH:4][C:3]=1[C:9](=[O:21])[CH:10]([C:13]1[CH:18]=[CH:17][C:16]([OH:19])=[C:15]([OH:20])[CH:14]=1)[CH2:11]Br.[C:22]([O-:25])(=O)[CH3:23].[Na+]. Product: [OH:1][C:2]1[CH:7]=[C:6]([OH:8])[CH:5]=[CH:4][C:3]=1[C:9](=[O:21])[C:10]([C:13]1[CH:18]=[CH:17][C:16]([OH:19])=[C:15]([OH:20])[CH:14]=1)=[CH2:11].[OH:8][C:6]1[CH:7]=[C:2]2[C:3]([C:9](=[O:21])[CH:10]([C:13]3[CH:18]=[CH:17][CH:16]=[CH:15][CH:14]=3)[CH:11]([C:4]3[CH:5]=[CH:23][C:22]([OH:25])=[C:2]([OH:1])[CH:3]=3)[O:1]2)=[CH:4][CH:5]=1. The catalyst class is: 5. (2) Reactant: S([N:8]1[C:16]2[C:11](=[CH:12][CH:13]=[C:14]([C:17]([O:19]C)=[O:18])[CH:15]=2)[C:10]([CH3:21])=[N:9]1)(C(F)(F)F)(=O)=O.C(=O)([O-])[O-].[K+].[K+].Cl. Product: [CH3:21][C:10]1[C:11]2[C:16](=[CH:15][C:14]([C:17]([OH:19])=[O:18])=[CH:13][CH:12]=2)[NH:8][N:9]=1. The catalyst class is: 24. (3) Reactant: [OH:1][C:2]1[C:9]([CH3:10])=[C:8]([OH:11])[CH:7]=[CH:6][C:3]=1[CH:4]=O.[BH3-]C#N.[Na+].Cl.O. Product: [CH3:10][C:9]1[C:2]([OH:1])=[C:3]([CH3:4])[CH:6]=[CH:7][C:8]=1[OH:11]. The catalyst class is: 1. (4) Reactant: [NH:1]1[C:9]2[CH2:8][CH2:7][CH2:6][CH2:5][C:4]=2[C:3]([C:10]([OH:12])=[O:11])=[N:2]1.C(=O)([O-])[O-].[Cs+].[Cs+].F[C:20]1[CH:25]=[C:24]([I:26])[CH:23]=[CH:22][N:21]=1.Cl. Product: [I:26][C:24]1[CH:23]=[CH:22][N:21]=[C:20]([N:1]2[C:9]3[CH2:8][CH2:7][CH2:6][CH2:5][C:4]=3[C:3]([C:10]([OH:12])=[O:11])=[N:2]2)[CH:25]=1. The catalyst class is: 9. (5) Reactant: [OH:1][C:2]1[N:10]=[CH:9][CH:8]=[CH:7][C:3]=1[C:4]([OH:6])=[O:5].O.[OH-].[Na+].[Cl:14][C:15]1[CH:16]=[C:17]([CH:20]=[CH:21][CH:22]=1)[CH2:18]Br. Product: [Cl:14][C:15]1[CH:16]=[C:17]([CH:20]=[CH:21][CH:22]=1)[CH2:18][N:10]1[CH:9]=[CH:8][CH:7]=[C:3]([C:4]([OH:6])=[O:5])[C:2]1=[O:1]. The catalyst class is: 5. (6) Reactant: [F:1][C:2]1[CH:3]=[C:4]([CH2:9][C@H:10]([NH:24][S@@](C(C)(C)C)=O)[C:11]2[N:12]([C:16]3[CH:21]=[CH:20][C:19]([O:22][CH3:23])=[CH:18][CH:17]=3)[CH:13]=[CH:14][N:15]=2)[CH:5]=[C:6]([F:8])[CH:7]=1.Cl. Product: [F:1][C:2]1[CH:3]=[C:4]([CH2:9][C@@H:10]([C:11]2[N:12]([C:16]3[CH:21]=[CH:20][C:19]([O:22][CH3:23])=[CH:18][CH:17]=3)[CH:13]=[CH:14][N:15]=2)[NH2:24])[CH:5]=[C:6]([F:8])[CH:7]=1. The catalyst class is: 2.